From a dataset of Full USPTO retrosynthesis dataset with 1.9M reactions from patents (1976-2016). Predict the reactants needed to synthesize the given product. (1) Given the product [CH:1]([N:4]1[CH:9]=[N:8][C:6]([CH3:7])=[N:5]1)([CH3:3])[CH3:2], predict the reactants needed to synthesize it. The reactants are: [CH:1]([NH:4][N:5]=[C:6]([NH2:8])[CH3:7])([CH3:3])[CH3:2].[CH2:9](OC(OCC)OCC)C.C(N(CC)CC)C.O1CCCC1. (2) Given the product [OH:1][C:2]1[CH:3]=[C:4]([CH:9]=[C:10]([O:12][CH3:13])[CH:11]=1)[C:5]([O:7][CH3:8])=[O:6], predict the reactants needed to synthesize it. The reactants are: [OH:1][C:2]1[CH:3]=[C:4]([CH:9]=[C:10]([OH:12])[CH:11]=1)[C:5]([O:7][CH3:8])=[O:6].[C:13](=O)([O-])[O-].[K+].[K+].IC. (3) Given the product [Cl:12][C:13]1[CH:14]=[C:15]2[C:20](=[CH:21][CH:22]=1)[C:19](=[O:23])[N:18]([C:24]1[CH:25]=[N:26][CH:27]=[C:28]([S:30]([CH3:31])=[O:9])[CH:29]=1)[CH2:17][CH2:16]2, predict the reactants needed to synthesize it. The reactants are: C1C=C(Cl)C=C(C(OO)=[O:9])C=1.[Cl:12][C:13]1[CH:14]=[C:15]2[C:20](=[CH:21][CH:22]=1)[C:19](=[O:23])[N:18]([C:24]1[CH:25]=[N:26][CH:27]=[C:28]([S:30][CH3:31])[CH:29]=1)[CH2:17][CH2:16]2.[OH-].[Na+]. (4) Given the product [CH3:10][O:9][C:7]1[CH:8]=[C:3]([CH2:2][OH:15])[C:4]([O:13][CH3:14])=[CH:5][C:6]=1[CH2:11][OH:17], predict the reactants needed to synthesize it. The reactants are: Br[CH2:2][C:3]1[CH:8]=[C:7]([O:9][CH3:10])[C:6]([CH2:11]Br)=[CH:5][C:4]=1[O:13][CH3:14].[OH-:15].[Na+].[OH2:17]. (5) Given the product [CH3:1][C:2]1([CH3:29])[NH:7][C:6](=[O:8])[C:5]2[S:9][C:10]([N:12]3[C:17]4[CH:18]=[C:19]([C:22]5[CH:23]=[N+:24]([O-:32])[C:25]([CH3:28])=[CH:26][CH:27]=5)[CH:20]=[CH:21][C:16]=4[O:15][CH2:14][CH2:13]3)=[N:11][C:4]=2[CH2:3]1, predict the reactants needed to synthesize it. The reactants are: [CH3:1][C:2]1([CH3:29])[NH:7][C:6](=[O:8])[C:5]2[S:9][C:10]([N:12]3[C:17]4[CH:18]=[C:19]([C:22]5[CH:23]=[N:24][C:25]([CH3:28])=[CH:26][CH:27]=5)[CH:20]=[CH:21][C:16]=4[O:15][CH2:14][CH2:13]3)=[N:11][C:4]=2[CH2:3]1.C(OO)(=[O:32])C.